From a dataset of Reaction yield outcomes from USPTO patents with 853,638 reactions. Predict the reaction yield, written as a fraction of the theoretical maximum amount of product (1.0 means a 100% yield; for example, 0.34 means a 34% yield). (1) The reactants are [CH2:1]([O:3][C:4]([N:6]=[C:7]=[S:8])=[O:5])[CH3:2].[Cl:9][C:10]1[N:15]=[C:14](Cl)[C:13]([NH2:17])=[CH:12][N:11]=1. The catalyst is CO. The product is [Cl:9][C:10]1[N:11]=[CH:12][C:13]2[N:17]=[C:7]([NH:6][C:4](=[O:5])[O:3][CH2:1][CH3:2])[S:8][C:14]=2[N:15]=1. The yield is 0.800. (2) The reactants are Br[C:2]1[CH:3]=[C:4]2[O:11][CH2:10][CH2:9][O:8][C:5]2=[N:6][CH:7]=1.[CH2:12]([O:14]C([Sn](CCCC)(CCCC)CCCC)=C)[CH3:13].Cl. The catalyst is C1(C)C=CC=CC=1.C1C=CC([P]([Pd]([P](C2C=CC=CC=2)(C2C=CC=CC=2)C2C=CC=CC=2)([P](C2C=CC=CC=2)(C2C=CC=CC=2)C2C=CC=CC=2)[P](C2C=CC=CC=2)(C2C=CC=CC=2)C2C=CC=CC=2)(C2C=CC=CC=2)C2C=CC=CC=2)=CC=1. The product is [O:11]1[C:4]2[C:5](=[N:6][CH:7]=[C:2]([C:12](=[O:14])[CH3:13])[CH:3]=2)[O:8][CH2:9][CH2:10]1. The yield is 0.690. (3) The reactants are [CH:1]1([C:6]([C:8]2[CH:13]=[C:12]([CH3:14])[CH:11]=[CH:10][C:9]=2[NH:15][C:16](=[O:27])[NH:17][C:18]2[S:19][CH:20]=[C:21]([CH2:23][C:24]([OH:26])=[O:25])[N:22]=2)=[O:7])[CH2:5][CH2:4][CH2:3][CH2:2]1.[Cl:28]N1C(=O)CCC1=O. The catalyst is C(#N)C. The product is [Cl:28][C:20]1[S:19][C:18]([NH:17][C:16]([NH:15][C:9]2[CH:10]=[CH:11][C:12]([CH3:14])=[CH:13][C:8]=2[C:6]([CH:1]2[CH2:5][CH2:4][CH2:3][CH2:2]2)=[O:7])=[O:27])=[N:22][C:21]=1[CH2:23][C:24]([OH:26])=[O:25]. The yield is 0.240. (4) The reactants are [CH3:1][O:2][C:3]([C:5]1[S:6][C:7]([C:32]#[C:33][C:34]([CH3:37])([CH3:36])[CH3:35])=[CH:8][C:9]=1[N:10]([C@H:20]1[CH2:23][C@@H:22]([O:24]CC2C=CC=CC=2)[CH2:21]1)[C:11]([C@H:13]1[CH2:18][CH2:17][C@H:16]([CH3:19])[CH2:15][CH2:14]1)=[O:12])=[O:4].B(Br)(Br)Br. The catalyst is C(Cl)Cl. The product is [CH3:1][O:2][C:3]([C:5]1[S:6][C:7]([C:32]#[C:33][C:34]([CH3:35])([CH3:37])[CH3:36])=[CH:8][C:9]=1[N:10]([C@H:20]1[CH2:23][C@@H:22]([OH:24])[CH2:21]1)[C:11]([C@H:13]1[CH2:14][CH2:15][C@H:16]([CH3:19])[CH2:17][CH2:18]1)=[O:12])=[O:4]. The yield is 0.880.